Dataset: Forward reaction prediction with 1.9M reactions from USPTO patents (1976-2016). Task: Predict the product of the given reaction. (1) Given the reactants [Cl:1][C:2]1[N:3]=[C:4]([N:14]2[CH2:19][CH2:18][O:17][CH2:16][CH2:15]2)[C:5]2[N:11]=[C:10]([CH2:12][NH2:13])[CH:9]=[CH:8][C:6]=2[N:7]=1.[CH3:20][C:21]([CH3:26])([CH3:25])[C:22](O)=[O:23].ON1C2C=CC=CC=2N=N1.Cl.CN(C)CCCN=C=NCC.C(N(CC)CC)C, predict the reaction product. The product is: [Cl:1][C:2]1[N:3]=[C:4]([N:14]2[CH2:15][CH2:16][O:17][CH2:18][CH2:19]2)[C:5]2[N:11]=[C:10]([CH2:12][NH:13][C:22](=[O:23])[C:21]([CH3:26])([CH3:25])[CH3:20])[CH:9]=[CH:8][C:6]=2[N:7]=1. (2) Given the reactants [Cl:1][C:2]1[CH:10]=[C:9]2[C:5]([CH2:6][NH:7][C:8]2=[O:11])=[CH:4][CH:3]=1.[CH:12]([O:15][C:16]1[CH:24]=[CH:23][C:22]([S:25]([CH3:28])(=[O:27])=[O:26])=[CH:21][C:17]=1[C:18](O)=[O:19])([CH3:14])[CH3:13], predict the reaction product. The product is: [Cl:1][C:2]1[CH:10]=[C:9]2[C:5]([CH2:6][N:7]([C:18](=[O:19])[C:17]3[CH:21]=[C:22]([S:25]([CH3:28])(=[O:26])=[O:27])[CH:23]=[CH:24][C:16]=3[O:15][CH:12]([CH3:13])[CH3:14])[C:8]2=[O:11])=[CH:4][CH:3]=1. (3) Given the reactants [F:1][C:2]1([F:21])[CH2:6][CH2:5][CH:4]([NH:7][C:8]([NH:10][C:11]([NH:13][CH:14]2[CH2:18][CH2:17][C:16]([F:20])([F:19])[CH2:15]2)=[NH:12])=[NH:9])[CH2:3]1.[CH:22]1([C:25]2[N:30]=[C:29]([C:31](OCC)=O)[CH:28]=[CH:27][CH:26]=2)[CH2:24][CH2:23]1.C[O-].[Na+], predict the reaction product. The product is: [CH:22]1([C:25]2[N:30]=[C:29]([C:31]3[N:9]=[C:8]([NH:7][CH:4]4[CH2:5][CH2:6][C:2]([F:21])([F:1])[CH2:3]4)[N:10]=[C:11]([NH:13][CH:14]4[CH2:18][CH2:17][C:16]([F:19])([F:20])[CH2:15]4)[N:12]=3)[CH:28]=[CH:27][CH:26]=2)[CH2:24][CH2:23]1. (4) Given the reactants [N:1]1([C:6]2[CH:12]=[CH:11][C:9]([NH2:10])=[CH:8][CH:7]=2)[CH:5]=[CH:4][N:3]=[CH:2]1.[Cl:13][C:14]1[N:19]=[C:18](Cl)[N:17]=[C:16]([O:21][CH3:22])[N:15]=1, predict the reaction product. The product is: [Cl:13][C:14]1[N:15]=[C:16]([O:21][CH3:22])[N:17]=[C:18]([NH:10][C:9]2[CH:11]=[CH:12][C:6]([N:1]3[CH:5]=[CH:4][N:3]=[CH:2]3)=[CH:7][CH:8]=2)[N:19]=1. (5) Given the reactants [NH4+].[N:2]#[C:3][S-:4].[CH:5]([C:8]1[CH:9]=[C:10]([CH:12]=[CH:13][CH:14]=1)[NH2:11])([CH3:7])[CH3:6], predict the reaction product. The product is: [CH:5]([C:8]1[CH:9]=[C:10]([NH:11][C:3]([NH2:2])=[S:4])[CH:12]=[CH:13][CH:14]=1)([CH3:7])[CH3:6]. (6) Given the reactants [NH2:1][C:2]1[N:7]=[CH:6][N:5]=[C:4]2[N:8]([C:33]3[CH:38]=[CH:37][C:36]([CH:39]=O)=[CH:35][CH:34]=3)[N:9]=[C:10]([C:11]3[CH:16]=[CH:15][C:14]([NH:17][C:18](=[O:30])[C:19]4[CH:24]=[CH:23][C:22]([C:25]([F:28])([F:27])[F:26])=[CH:21][C:20]=4[F:29])=[C:13]([O:31][CH3:32])[CH:12]=3)[C:3]=12.[CH3:41][O:42][CH2:43][CH2:44][CH2:45][NH2:46].C(O[BH-](OC(=O)C)OC(=O)C)(=O)C.[Na+].[OH-].[Na+], predict the reaction product. The product is: [NH2:1][C:2]1[N:7]=[CH:6][N:5]=[C:4]2[N:8]([C:33]3[CH:34]=[CH:35][C:36]([CH2:39][NH:46][CH2:45][CH2:44][CH2:43][O:42][CH3:41])=[CH:37][CH:38]=3)[N:9]=[C:10]([C:11]3[CH:16]=[CH:15][C:14]([NH:17][C:18](=[O:30])[C:19]4[CH:24]=[CH:23][C:22]([C:25]([F:27])([F:28])[F:26])=[CH:21][C:20]=4[F:29])=[C:13]([O:31][CH3:32])[CH:12]=3)[C:3]=12. (7) Given the reactants Cl.[CH:2]12[CH2:11][CH:6]3[CH2:7][CH:8]([CH2:10][CH:4]([CH2:5]3)[C:3]1=O)[CH2:9]2.[CH:13]([NH2:16])([CH3:15])[CH3:14].C([BH3-])#N.C([N+](CCCC)(CCCC)CCCC)CCC, predict the reaction product. The product is: [CH:2]12[CH2:11][CH:6]3[CH2:7][CH:8]([CH2:10][CH:4]([CH2:5]3)[CH:3]1[NH:16][CH:13]([CH3:15])[CH3:14])[CH2:9]2. (8) Given the reactants [CH3:1][C:2]1[CH:7]=[C:6]([C:8]2[CH:9]=[CH:10][C:11]3[N:17]4[CH2:18][C@H:14]([CH2:15][CH2:16]4)[NH:13][C:12]=3[N:19]=2)[CH:5]=[CH:4][N:3]=1.[C:20](OC(Cl)(Cl)Cl)(OC(Cl)(Cl)Cl)=[O:21].[O:32]1[CH2:38][CH2:37][CH2:36][O:35][C:34]2[CH:39]=[C:40]([NH2:43])[CH:41]=[CH:42][C:33]1=2.C(N(CC)CC)C, predict the reaction product. The product is: [O:32]1[CH2:38][CH2:37][CH2:36][O:35][C:34]2[CH:39]=[C:40]([NH:43][C:20]([N:13]3[C@@H:14]4[CH2:18][N:17]([CH2:16][CH2:15]4)[C:11]4[CH:10]=[CH:9][C:8]([C:6]5[CH:5]=[CH:4][N:3]=[C:2]([CH3:1])[CH:7]=5)=[N:19][C:12]3=4)=[O:21])[CH:41]=[CH:42][C:33]1=2. (9) The product is: [Cl-:14].[Cl:15][CH2:13][N+:1]12[CH2:8][CH2:7][N:4]([CH2:5][CH2:6]1)[CH2:3][CH2:2]2. Given the reactants [N:1]12[CH2:8][CH2:7][N:4]([CH2:5][CH2:6]1)[CH2:3][CH2:2]2.CC(C)=O.[CH2:13]([Cl:15])[Cl:14], predict the reaction product. (10) Given the reactants [N+:1]([C:4]1[C:5](=[O:22])[NH:6][C:7](=[O:21])[N:8]([CH2:18][CH2:19][CH3:20])[C:9]=1[CH:10]=[CH:11][C:12]1[CH:17]=[CH:16][CH:15]=[CH:14][CH:13]=1)([O-])=O.S(S([O-])=O)([O-])=O.[Na+].[Na+], predict the reaction product. The product is: [C:12]1([C:11]2[NH:1][C:4]3[C:5](=[O:22])[NH:6][C:7](=[O:21])[N:8]([CH2:18][CH2:19][CH3:20])[C:9]=3[CH:10]=2)[CH:17]=[CH:16][CH:15]=[CH:14][CH:13]=1.